Dataset: Reaction yield outcomes from USPTO patents with 853,638 reactions. Task: Predict the reaction yield, written as a fraction of the theoretical maximum amount of product (1.0 means a 100% yield; for example, 0.34 means a 34% yield). (1) The reactants are [Cl:1][C:2]1[CH:3]=[C:4]([CH:49]=[CH:50][CH:51]=1)[CH2:5][N:6]1[CH2:11][CH2:10][C:9]2([C:19]3[C:18](=[O:20])[N:17]([CH2:21][C@H:22]([NH:29][CH2:30][CH2:31][CH2:32][C:33]([OH:35])=[O:34])[C:23]4[CH:28]=[CH:27][CH:26]=[CH:25][CH:24]=4)[C:16](=[O:36])[N:15]([CH2:37][C:38]4[C:43]([C:44]([F:47])([F:46])[F:45])=[CH:42][CH:41]=[CH:40][C:39]=4[F:48])[C:14]=3[CH2:13]O2)[CH2:8][CH2:7]1.N[C@H:53](C1C=CC=CC=1)CN1C(=O)C2C3(CCC=2N(CC2C(C(F)(F)F)=CC=CC=2F)C1=O)CCN(CC1C=CC=C(Cl)C=1)CC3. No catalyst specified. The product is [Cl:1][C:2]1[CH:3]=[C:4]([CH:49]=[CH:50][CH:51]=1)[CH2:5][N:6]1[CH2:7][CH2:8][C:9]2([C:19]3[C:18](=[O:20])[N:17]([CH2:21][C@H:22]([NH:29][CH2:30][CH2:31][CH2:32][C:33]([OH:35])=[O:34])[C:23]4[CH:24]=[CH:25][CH:26]=[CH:27][CH:28]=4)[C:16](=[O:36])[N:15]([CH2:37][C:38]4[C:43]([C:44]([F:46])([F:45])[F:47])=[CH:42][CH:41]=[CH:40][C:39]=4[F:48])[C:14]=3[CH2:13][CH2:53]2)[CH2:10][CH2:11]1. The yield is 0.450. (2) The reactants are O1CCCC1.[C:6]([C:8]1[CH:9]=[CH:10][C:11]([NH2:14])=[N:12][CH:13]=1)#[CH:7].[O:15]([C:22]1[CH:27]=[CH:26][C:25]([CH2:28][C:29](Cl)=[N:30][OH:31])=[CH:24][N:23]=1)[C:16]1[CH:21]=[CH:20][CH:19]=[CH:18][CH:17]=1.C(N(CC)CC)C. The catalyst is O. The product is [O:15]([C:22]1[N:23]=[CH:24][C:25]([CH2:28][C:29]2[CH:7]=[C:6]([C:8]3[CH:9]=[CH:10][C:11]([NH2:14])=[N:12][CH:13]=3)[O:31][N:30]=2)=[CH:26][CH:27]=1)[C:16]1[CH:17]=[CH:18][CH:19]=[CH:20][CH:21]=1. The yield is 0.300. (3) The reactants are [CH3:1][C:2]1[CH:7]=[CH:6][C:5]([N:8]2[CH2:13][CH2:12][N:11]([C:14]([O:16][CH2:17][CH:18]3[CH2:23][CH2:22][NH:21][CH2:20][CH2:19]3)=[O:15])[CH2:10][CH2:9]2)=[CH:4][CH:3]=1.[CH2:24]=O.O. The catalyst is C(O)=O. The product is [CH3:1][C:2]1[CH:7]=[CH:6][C:5]([N:8]2[CH2:9][CH2:10][N:11]([C:14]([O:16][CH2:17][CH:18]3[CH2:23][CH2:22][N:21]([CH3:24])[CH2:20][CH2:19]3)=[O:15])[CH2:12][CH2:13]2)=[CH:4][CH:3]=1. The yield is 0.430. (4) The reactants are [NH:1]1[C:9]2[C:4](=[CH:5][CH:6]=[CH:7][CH:8]=2)[C:3]([C:10]([O:12][CH3:13])=[O:11])=[CH:2]1.CN1CCN(C)CC1.ClN1C(=O)CCC1=O.[Cl:30][CH2:31][CH2:32][CH2:33][OH:34].ClC(Cl)(Cl)C(O)=O. The catalyst is ClCCl. The product is [Cl:30][CH2:31][CH2:32][CH2:33][O:34][C:2]1[NH:1][C:9]2[C:4]([C:3]=1[C:10]([O:12][CH3:13])=[O:11])=[CH:5][CH:6]=[CH:7][CH:8]=2. The yield is 0.830. (5) The reactants are [Cl:1][C:2]1[N:7]=[C:6]([C:8]2[CH:13]=[CH:12][C:11]([N+:14]([O-])=O)=[CH:10][CH:9]=2)[N:5]=[C:4]([N:17]2[CH2:22][CH2:21][O:20][CH2:19][CH2:18]2)[C:3]=1[O:23][CH2:24][CH3:25]. The catalyst is [Pt].CO.CC(=O)OCC. The product is [Cl:1][C:2]1[C:3]([O:23][CH2:24][CH3:25])=[C:4]([N:17]2[CH2:22][CH2:21][O:20][CH2:19][CH2:18]2)[N:5]=[C:6]([C:8]2[CH:13]=[CH:12][C:11]([NH2:14])=[CH:10][CH:9]=2)[N:7]=1. The yield is 0.830.